Dataset: Forward reaction prediction with 1.9M reactions from USPTO patents (1976-2016). Task: Predict the product of the given reaction. (1) Given the reactants [CH3:1][CH:2]([C:8]([O:10]CC)=O)[C:3]([O:5]CC)=O.Cl.[C:14]([NH2:17])(=[NH:16])[CH3:15].Cl, predict the reaction product. The product is: [CH3:15][C:14]1[N:17]=[C:3]([OH:5])[C:2]([CH3:1])=[C:8]([OH:10])[N:16]=1. (2) Given the reactants Br[C:2]1[CH:15]=[CH:14][C:5]([O:6][CH2:7][CH2:8][N:9]2[CH2:13][CH2:12][CH2:11][CH2:10]2)=[CH:4][CH:3]=1.C[Si](C)(C)[O:18][C:19]1[CH:26]=[CH:25][C:22]([CH:23]=O)=[CH:21][CH:20]=1.C([SiH](CC)CC)C.C(O)(C(F)(F)F)=O, predict the reaction product. The product is: [N:9]1([CH2:8][CH2:7][O:6][C:5]2[CH:14]=[CH:15][C:2]([CH2:23][C:22]3[CH:25]=[CH:26][C:19]([OH:18])=[CH:20][CH:21]=3)=[CH:3][CH:4]=2)[CH2:13][CH2:12][CH2:11][CH2:10]1. (3) Given the reactants Cl[C:2]1[N:7]=[C:6]([C:8]2[N:12]3[CH:13]=[CH:14][CH:15]=[CH:16][C:11]3=[N:10][C:9]=2[C:17]2[CH:18]=[C:19]([CH:31]=[CH:32][CH:33]=2)[C:20]([NH:22][C:23]2[C:28]([F:29])=[CH:27][CH:26]=[CH:25][C:24]=2[F:30])=[O:21])[CH:5]=[CH:4][N:3]=1.[CH3:34][C:35]1[C:36]([CH:44]2[CH2:49][CH2:48][N:47]([CH2:50][CH2:51][S:52]([CH3:55])(=[O:54])=[O:53])[CH2:46][CH2:45]2)=[CH:37][C:38]([O:42][CH3:43])=[C:39]([CH:41]=1)[NH2:40].C1(C)C=CC(S(O)(=O)=O)=CC=1.C(O)C(F)(F)F.C[O-].[Na+], predict the reaction product. The product is: [F:30][C:24]1[CH:25]=[CH:26][CH:27]=[C:28]([F:29])[C:23]=1[NH:22][C:20](=[O:21])[C:19]1[CH:31]=[CH:32][CH:33]=[C:17]([C:9]2[N:10]=[C:11]3[CH:16]=[CH:15][CH:14]=[CH:13][N:12]3[C:8]=2[C:6]2[CH:5]=[CH:4][N:3]=[C:2]([NH:40][C:39]3[CH:41]=[C:35]([CH3:34])[C:36]([CH:44]4[CH2:45][CH2:46][N:47]([CH2:50][CH2:51][S:52]([CH3:55])(=[O:54])=[O:53])[CH2:48][CH2:49]4)=[CH:37][C:38]=3[O:42][CH3:43])[N:7]=2)[CH:18]=1. (4) Given the reactants [NH2:1][C:2]1[CH:6]=[CH:5][S:4][C:3]=1[C:7]([O:9][CH3:10])=[O:8].[Cl:11][C:12]1[S:16][C:15]([C:17](Cl)=[O:18])=[CH:14][CH:13]=1, predict the reaction product. The product is: [Cl:11][C:12]1[S:16][C:15]([C:17]([NH:1][C:2]2[CH:6]=[CH:5][S:4][C:3]=2[C:7]([O:9][CH3:10])=[O:8])=[O:18])=[CH:14][CH:13]=1.